The task is: Predict the reactants needed to synthesize the given product.. This data is from Full USPTO retrosynthesis dataset with 1.9M reactions from patents (1976-2016). (1) Given the product [CH3:9][C:5]1[CH:4]=[CH:3][C:2]2[N:1]=[CH:10][O:8][C:7]=2[CH:6]=1, predict the reactants needed to synthesize it. The reactants are: [NH2:1][C:2]1[CH:3]=[CH:4][C:5]([CH3:9])=[CH:6][C:7]=1[OH:8].[CH:10](OCC)(OCC)OCC. (2) Given the product [C:23]([C:25]1[C:30]2[N:31]=[C:32]([C:34]([N:36]([CH3:38])[CH3:37])=[O:35])[O:33][C:29]=2[C:28]([N:12]2[CH2:13][CH2:14][C@:10]([CH3:15])([NH:2][CH3:3])[CH2:11]2)=[C:27]([C:40]2[CH:45]=[CH:44][CH:43]=[CH:42][CH:41]=2)[C:26]=1[CH3:46])#[N:24], predict the reactants needed to synthesize it. The reactants are: C[N:2]([C@@:10]1([CH3:15])[CH2:14][CH2:13][NH:12][CH2:11]1)[C:3](=O)OC(C)(C)C.C(N(CC)CC)C.[C:23]([C:25]1[C:30]2[N:31]=[C:32]([C:34]([N:36]([CH3:38])[CH3:37])=[O:35])[O:33][C:29]=2[C:28](F)=[C:27]([C:40]2[CH:45]=[CH:44][CH:43]=[CH:42][CH:41]=2)[C:26]=1[CH3:46])#[N:24]. (3) The reactants are: [OH:1][N:2]=[C:3](Cl)[C:4]1[CH:9]=[CH:8][C:7]([O:10][C:11]([F:14])([F:13])[F:12])=[CH:6][CH:5]=1.[CH3:16][O:17][C:18](=[O:22])[CH2:19][C:20]#[N:21].C[O-].[Na+]. Given the product [NH2:21][C:20]1[O:1][N:2]=[C:3]([C:4]2[CH:9]=[CH:8][C:7]([O:10][C:11]([F:14])([F:13])[F:12])=[CH:6][CH:5]=2)[C:19]=1[C:18]([O:17][CH3:16])=[O:22], predict the reactants needed to synthesize it. (4) Given the product [CH2:1]([C:4]([N:23]([C:24]([O:26][C:27]([CH3:29])([CH3:28])[CH3:30])=[O:25])[CH3:31])([CH2:10][CH2:11][CH2:12][CH2:13][B:14]1[O:18][C:17]([CH3:20])([CH3:19])[C:16]([CH3:21])([CH3:22])[O:15]1)[C:5]([O:7][CH2:8][CH3:9])=[O:6])[CH:2]=[CH2:3], predict the reactants needed to synthesize it. The reactants are: [CH2:1]([C:4]([NH:23][C:24]([O:26][C:27]([CH3:30])([CH3:29])[CH3:28])=[O:25])([CH2:10][CH2:11][CH2:12][CH2:13][B:14]1[O:18][C:17]([CH3:20])([CH3:19])[C:16]([CH3:22])([CH3:21])[O:15]1)[C:5]([O:7][CH2:8][CH3:9])=[O:6])[CH:2]=[CH2:3].[CH3:31][Si]([N-][Si](C)(C)C)(C)C.[Na+].CI. (5) Given the product [CH3:2][N:3]1[C:7]2[CH:8]=[CH:9][CH:10]=[CH:11][C:6]=2[S:5]/[C:4]/1=[N:12]/[N:13]=[CH:20][C:16]1[N:15]([CH3:14])[CH:19]=[CH:18][N:17]=1, predict the reactants needed to synthesize it. The reactants are: Cl.[CH3:2][N:3]1[C:7]2[CH:8]=[CH:9][CH:10]=[CH:11][C:6]=2[S:5][C:4]1=[N:12][NH2:13].[CH3:14][N:15]1[CH:19]=[CH:18][N:17]=[C:16]1[CH:20]=O.Cl.[OH-].[Na+]. (6) The reactants are: [F:1][C:2]1[CH:18]=[CH:17][C:5]([O:6][C:7]2[CH:14]=[CH:13][C:12]([CH2:15][OH:16])=[CH:11][C:8]=2[C:9]#[N:10])=[CH:4][CH:3]=1.Cl[C:20]1[CH:32]=[C:24]2[N:25]([CH3:31])[C:26]([CH3:30])([CH3:29])[CH2:27][CH2:28][N:23]2[C:22](=[O:33])[N:21]=1. Given the product [F:1][C:2]1[CH:18]=[CH:17][C:5]([O:6][C:7]2[CH:14]=[CH:13][C:12]([CH2:15][O:16][C:20]3[CH:32]=[C:24]4[N:25]([CH3:31])[C:26]([CH3:30])([CH3:29])[CH2:27][CH2:28][N:23]4[C:22](=[O:33])[N:21]=3)=[CH:11][C:8]=2[C:9]#[N:10])=[CH:4][CH:3]=1, predict the reactants needed to synthesize it. (7) The reactants are: [CH2:1]([O:8][C@@H:9]1[C@@H:17]([C:18](=[N:20][S:21]([C:23]([CH3:26])([CH3:25])[CH3:24])=[O:22])[CH3:19])[O:16][C@H:15]2[C@H:11]([N:12]=[C:13]([N:27]([CH3:29])[CH3:28])[S:14]2)[C@H:10]1[O:30][CH2:31][C:32]1[CH:37]=[CH:36][CH:35]=[CH:34][CH:33]=1)[C:2]1[CH:7]=[CH:6][CH:5]=[CH:4][CH:3]=1.[BH4-].[Na+]. Given the product [CH2:1]([O:8][C@@H:9]1[C@@H:17]([CH:18]([NH:20][S:21]([C:23]([CH3:24])([CH3:25])[CH3:26])=[O:22])[CH3:19])[O:16][C@H:15]2[C@H:11]([N:12]=[C:13]([N:27]([CH3:29])[CH3:28])[S:14]2)[C@H:10]1[O:30][CH2:31][C:32]1[CH:33]=[CH:34][CH:35]=[CH:36][CH:37]=1)[C:2]1[CH:7]=[CH:6][CH:5]=[CH:4][CH:3]=1, predict the reactants needed to synthesize it.